Dataset: Forward reaction prediction with 1.9M reactions from USPTO patents (1976-2016). Task: Predict the product of the given reaction. (1) Given the reactants Cl[CH2:2][C:3]([NH:5][C:6]1[C:14]2[C:9](=[CH:10][C:11]([Cl:15])=[CH:12][CH:13]=2)[NH:8][N:7]=1)=[O:4].[CH3:16][N:17]([CH3:22])[CH2:18][CH2:19][CH2:20][NH2:21], predict the reaction product. The product is: [Cl:15][C:11]1[CH:10]=[C:9]2[C:14]([C:6]([NH:5][C:3](=[O:4])[CH2:2][NH:21][CH2:20][CH2:19][CH2:18][N:17]([CH3:22])[CH3:16])=[N:7][NH:8]2)=[CH:13][CH:12]=1. (2) Given the reactants [CH3:1][C:2]1[CH:3]=[C:4]([CH:7]=[CH:8][C:9]=1[N+:10]([O-:12])=[O:11])[CH2:5]Br.[CH3:13][CH:14]1[CH2:19][CH:18]([CH3:20])[CH2:17][NH:16][CH2:15]1.C(=O)([O-])[O-].[K+].[K+], predict the reaction product. The product is: [CH3:13][CH:14]1[CH2:19][CH:18]([CH3:20])[CH2:17][N:16]([CH2:5][C:4]2[CH:7]=[CH:8][C:9]([N+:10]([O-:12])=[O:11])=[C:2]([CH3:1])[CH:3]=2)[CH2:15]1. (3) The product is: [NH:21]([C:4](=[NH:19])[C:5]1[CH:6]=[CH:7][C:8]2[N:9]([CH:11]=[C:12]([C:14]([O:16][CH2:17][CH3:18])=[O:15])[N:13]=2)[CH:10]=1)[NH2:22]. Given the reactants C(O[C:4](=[NH:19])[C:5]1[CH:6]=[CH:7][C:8]2[N:9]([CH:11]=[C:12]([C:14]([O:16][CH2:17][CH3:18])=[O:15])[N:13]=2)[CH:10]=1)C.O.[NH2:21][NH2:22], predict the reaction product. (4) The product is: [CH:65]1([N:62]2[CH2:61][CH2:60][N:40]3[C:41]([CH2:45][C:46]4([N:51]5[C:55]6=[N:56][CH:57]=[CH:58][CH:59]=[C:54]6[CH:53]=[CH:52]5)[CH2:47][CH2:48][CH2:49][CH2:50]4)=[N:42][C:43](=[O:44])[C:38]([OH:37])=[C:39]3[C:63]2=[O:64])[CH2:68][CH2:67][CH2:66]1. Given the reactants OC1C(=O)N=C(CC2(N3C4=NC=CC=C4C=C3)CCCC2)N2CCN(C)C(=O)C=12.C([O:37][C:38]1[C:43](=[O:44])[N:42]=[C:41]([CH2:45][C:46]2([N:51]3[C:55]4=[N:56][CH:57]=[CH:58][CH:59]=[C:54]4[CH:53]=[CH:52]3)[CH2:50][CH2:49][CH2:48][CH2:47]2)[N:40]2[CH2:60][CH2:61][N:62]([CH:65]3[CH2:68][CH2:67][CH2:66]3)[C:63](=[O:64])[C:39]=12)C1C=CC=CC=1, predict the reaction product. (5) The product is: [NH4+:9].[OH-:23].[F:1][C:2]1[CH:7]=[CH:6][CH:5]=[C:4]([F:8])[C:3]=1[N:9]1[C:14]2[N:15]=[C:16]([NH:41][CH:42]3[CH2:47][CH2:46][N:45]([CH3:48])[CH2:44][CH2:43]3)[N:17]=[C:18]([C:19]3[CH:20]=[C:21]([CH:32]=[CH:33][C:34]=3[CH3:35])[C:22]([NH:24][CH2:25][C:26]3[CH:31]=[CH:30][CH:29]=[CH:28][CH:27]=3)=[O:23])[C:13]=2[CH2:12][NH:11][C:10]1=[O:40]. Given the reactants [F:1][C:2]1[CH:7]=[CH:6][CH:5]=[C:4]([F:8])[C:3]=1[N:9]1[C:14]2[N:15]=[C:16](S(C)(=O)=O)[N:17]=[C:18]([C:19]3[CH:20]=[C:21]([CH:32]=[CH:33][C:34]=3[CH3:35])[C:22]([NH:24][CH2:25][C:26]3[CH:31]=[CH:30][CH:29]=[CH:28][CH:27]=3)=[O:23])[C:13]=2[CH2:12][NH:11][C:10]1=[O:40].[NH2:41][CH:42]1[CH2:47][CH2:46][N:45]([CH3:48])[CH2:44][CH2:43]1, predict the reaction product.